Dataset: Forward reaction prediction with 1.9M reactions from USPTO patents (1976-2016). Task: Predict the product of the given reaction. (1) Given the reactants [O:1]1[C:6]2[CH:7]=[CH:8][C:9]([CH2:11][NH:12][CH2:13][CH2:14][N:15]3[CH2:19][CH2:18][CH2:17][CH:16]3[C:20]3[CH:25]=[C:24]([CH3:26])[N:23]=[C:22]([N:27]4[CH:31]=[CH:30][N:29]=[CH:28]4)[N:21]=3)=[CH:10][C:5]=2[O:4][CH2:3][CH2:2]1.C=O.[C:34](O)(=O)C.C(O[BH-](OC(=O)C)OC(=O)C)(=O)C.[Na+], predict the reaction product. The product is: [O:1]1[C:6]2[CH:7]=[CH:8][C:9]([CH2:11][N:12]([CH2:13][CH2:14][N:15]3[CH2:19][CH2:18][CH2:17][CH:16]3[C:20]3[CH:25]=[C:24]([CH3:26])[N:23]=[C:22]([N:27]4[CH:31]=[CH:30][N:29]=[CH:28]4)[N:21]=3)[CH3:34])=[CH:10][C:5]=2[O:4][CH2:3][CH2:2]1. (2) Given the reactants [Cl:1][C:2]1[CH:27]=[C:26]([C:28]2[CH2:33][CH2:32][C:31](=[O:34])[NH:30][N:29]=2)[CH:25]=[CH:24][C:3]=1[O:4][CH2:5][CH2:6][CH2:7][O:8][CH2:9][CH2:10][C:11]1[CH:16]=[CH:15][C:14]([O:17]C(=O)C(C)(C)C)=[CH:13][CH:12]=1.[OH-].[Li+].C(OC)(C)(C)C.Cl, predict the reaction product. The product is: [Cl:1][C:2]1[CH:27]=[C:26]([C:28]2[CH2:33][CH2:32][C:31](=[O:34])[NH:30][N:29]=2)[CH:25]=[CH:24][C:3]=1[O:4][CH2:5][CH2:6][CH2:7][O:8][CH2:9][CH2:10][C:11]1[CH:16]=[CH:15][C:14]([OH:17])=[CH:13][CH:12]=1. (3) Given the reactants [Br:1][C:2]1[CH:7]=[CH:6][C:5]([NH:8][C:9]2[C:14]([N+:15]([O-])=O)=[C:13]([F:18])[CH:12]=[C:11]([O:19][CH3:20])[C:10]=2[F:21])=[C:4]([F:22])[CH:3]=1.[O-]S(S([O-])=O)=O.[Na+].[Na+], predict the reaction product. The product is: [Br:1][C:2]1[CH:7]=[CH:6][C:5]([NH:8][C:9]2[C:14]([NH2:15])=[C:13]([F:18])[CH:12]=[C:11]([O:19][CH3:20])[C:10]=2[F:21])=[C:4]([F:22])[CH:3]=1. (4) Given the reactants O1C2C=CC=CC=2C=N1.[N+:10]([C:13]1[CH:14]=[CH:15][C:16]2[O:20][N:19]=[CH:18][C:17]=2[CH:21]=1)([O-:12])=[O:11].[CH:22]1[C:31]2[C:26](=[CH:27][CH:28]=[CH:29][CH:30]=2)[CH:25]=[CH:24][C:23]=1[N:32]1[CH2:37][CH2:36][CH:35]([C:38](O)=[O:39])[CH2:34][CH2:33]1.BrC1C=CC2C(=CC=CC=2)C=1.[O:52]1[C:56]2[CH:57]=[CH:58][C:59]([NH2:61])=[CH:60][C:55]=2[CH:54]=[N:53]1, predict the reaction product. The product is: [N+:10]([C:13]1[CH:14]=[CH:15][C:16]2[O:20][N:19]=[CH:18][C:17]=2[CH:21]=1)([O-:12])=[O:11].[O:52]1[C:56]2[CH:57]=[CH:58][C:59]([NH2:61])=[CH:60][C:55]=2[CH:54]=[N:53]1.[O:20]1[C:16]2[CH:15]=[CH:14][C:13]([NH:10][C:38]([CH:35]3[CH2:36][CH2:37][N:32]([C:23]4[CH:24]=[CH:25][C:26]5[C:31](=[CH:30][CH:29]=[CH:28][CH:27]=5)[CH:22]=4)[CH2:33][CH2:34]3)=[O:39])=[CH:21][C:17]=2[CH:18]=[N:19]1. (5) Given the reactants [CH3:1][O:2][C:3](=[O:14])[C:4]1[CH:9]=[CH:8][CH:7]=[C:6]([N+:10]([O-])=O)[C:5]=1[OH:13], predict the reaction product. The product is: [CH3:1][O:2][C:3](=[O:14])[C:4]1[CH:9]=[CH:8][CH:7]=[C:6]([NH2:10])[C:5]=1[OH:13]. (6) The product is: [Cl:1][C:2]1[CH:7]=[CH:6][N:5]=[C:4]([NH:8][C:18](=[O:19])[C:17]([CH3:22])([CH3:21])[CH3:16])[CH:3]=1. Given the reactants [Cl:1][C:2]1[CH:7]=[CH:6][N:5]=[C:4]([NH2:8])[CH:3]=1.C(N(CC)CC)C.[CH3:16][C:17]([CH3:22])([CH3:21])[C:18](Cl)=[O:19], predict the reaction product. (7) Given the reactants [CH3:1][C@@H:2]1[CH2:6][N:5](CC2C=NC(C)=NC=2)[CH2:4][C@H:3]1[C:15]1[NH:16][C:17](=[O:30])[C:18]2[CH:23]=[N:22][N:21]([CH:24]3[CH2:29][CH2:28][O:27][CH2:26][CH2:25]3)[C:19]=2[N:20]=1.C([BH3-])#N.[Na+].[F:35][C:36]1[CH:43]=[C:42]([F:44])[CH:41]=[CH:40][C:37]=1[CH:38]=O, predict the reaction product. The product is: [F:35][C:36]1[CH:43]=[C:42]([F:44])[CH:41]=[CH:40][C:37]=1[CH2:38][N:5]1[CH2:6][C@@H:2]([CH3:1])[C@H:3]([C:15]2[NH:16][C:17](=[O:30])[C:18]3[CH:23]=[N:22][N:21]([CH:24]4[CH2:29][CH2:28][O:27][CH2:26][CH2:25]4)[C:19]=3[N:20]=2)[CH2:4]1. (8) Given the reactants [F:1][C:2]([F:19])([F:18])[O:3][C:4]1[CH:5]=[C:6]([C:10]2[CH:15]=[CH:14][C:13]([CH:16]=[O:17])=[CH:12][CH:11]=2)[CH:7]=[CH:8][CH:9]=1.CC(C)=[O:22], predict the reaction product. The product is: [F:1][C:2]([F:18])([F:19])[O:3][C:4]1[CH:5]=[C:6]([C:10]2[CH:15]=[CH:14][C:13]([C:16]([OH:22])=[O:17])=[CH:12][CH:11]=2)[CH:7]=[CH:8][CH:9]=1. (9) Given the reactants [CH3:1][C:2]([CH3:29])([CH3:28])[C@H:3]([N:11]1[CH2:15][CH2:14][N:13]([CH2:16][C:17]2[CH:22]=[CH:21][CH:20]=[C:19]([C:23]([F:26])([F:25])[F:24])[CH:18]=2)[C:12]1=[O:27])[C:4]([O:6]C(C)(C)C)=[O:5].FC(F)(F)C(O)=O, predict the reaction product. The product is: [CH3:1][C:2]([CH3:29])([CH3:28])[C@H:3]([N:11]1[CH2:15][CH2:14][N:13]([CH2:16][C:17]2[CH:22]=[CH:21][CH:20]=[C:19]([C:23]([F:26])([F:25])[F:24])[CH:18]=2)[C:12]1=[O:27])[C:4]([OH:6])=[O:5].